This data is from Catalyst prediction with 721,799 reactions and 888 catalyst types from USPTO. The task is: Predict which catalyst facilitates the given reaction. (1) Reactant: [CH3:1][O:2][CH2:3][CH2:4][O:5][C:6]1[CH:7]=[C:8]2[C:12](=[C:13]([N:15]([CH3:25])[S:16]([C:19]3[CH:24]=[CH:23][CH:22]=[CH:21][N:20]=3)(=[O:18])=[O:17])[CH:14]=1)[NH:11][C:10]([C:26]([OH:28])=O)=[CH:9]2.Cl.[CH3:30][O:31][C:32](=[O:56])[C@@H:33]([CH2:35][S:36][C:37]([C:50]1[CH:55]=[CH:54][CH:53]=[CH:52][CH:51]=1)([C:44]1[CH:49]=[CH:48][CH:47]=[CH:46][CH:45]=1)[C:38]1[CH:43]=[CH:42][CH:41]=[CH:40][CH:39]=1)[NH2:34].N1(O)C2C=CC=CC=2N=N1.Cl.CN(C)CCCN=C=NCC. Product: [CH3:30][O:31][C:32](=[O:56])[C@@H:33]([CH2:35][S:36][C:37]([C:50]1[CH:55]=[CH:54][CH:53]=[CH:52][CH:51]=1)([C:38]1[CH:39]=[CH:40][CH:41]=[CH:42][CH:43]=1)[C:44]1[CH:49]=[CH:48][CH:47]=[CH:46][CH:45]=1)[NH:34][C:26]([C:10]1[NH:11][C:12]2[C:8]([CH:9]=1)=[CH:7][C:6]([O:5][CH2:4][CH2:3][O:2][CH3:1])=[CH:14][C:13]=2[N:15]([CH3:25])[S:16]([C:19]1[CH:24]=[CH:23][CH:22]=[CH:21][N:20]=1)(=[O:18])=[O:17])=[O:28]. The catalyst class is: 289. (2) Reactant: [C:1]([O:5][C:6]([N:8]1[CH2:13][CH2:12][N:11]([C:14]2[CH:19]=[CH:18][CH:17]=[C:16]([C:20]3[C:28]4[C:23](=[CH:24][N:25]=[C:26](Br)[CH:27]=4)[N:22]([CH:30]4[CH2:35][CH2:34][CH2:33][CH2:32][O:31]4)[N:21]=3)[N:15]=2)[CH2:10][CH2:9]1)=[O:7])([CH3:4])([CH3:3])[CH3:2].[C:36]([O:42][CH2:43][CH3:44])(=[O:41])[CH2:37][C:38]([O-:40])=[O:39].C(=O)([O-])[O-].[Cs+].[Cs+].N1C=CC=[CH:53][C:52]=1C(O)=O. Product: [C:1]([O:5][C:6]([N:8]1[CH2:13][CH2:12][N:11]([C:14]2[N:15]=[C:16]([C:20]3[C:28]4[C:23](=[CH:24][N:25]=[C:26]([CH:37]([C:38]([O:40][CH2:52][CH3:53])=[O:39])[C:36]([O:42][CH2:43][CH3:44])=[O:41])[CH:27]=4)[N:22]([CH:30]4[CH2:35][CH2:34][CH2:33][CH2:32][O:31]4)[N:21]=3)[CH:17]=[CH:18][CH:19]=2)[CH2:10][CH2:9]1)=[O:7])([CH3:4])([CH3:3])[CH3:2]. The catalyst class is: 185.